This data is from Aqueous solubility values for 9,982 compounds from the AqSolDB database. The task is: Regression/Classification. Given a drug SMILES string, predict its absorption, distribution, metabolism, or excretion properties. Task type varies by dataset: regression for continuous measurements (e.g., permeability, clearance, half-life) or binary classification for categorical outcomes (e.g., BBB penetration, CYP inhibition). For this dataset (solubility_aqsoldb), we predict Y. (1) The molecule is CC(C)(C)c1cc(CCC(=O)NNC(=O)CCc2cc(C(C)(C)C)c(O)c(C(C)(C)C)c2)cc(C(C)(C)C)c1O. The Y is -7.04 log mol/L. (2) The Y is -6.66 log mol/L. The molecule is CC(C)(CO)CO.CCCCCCCC(=O)O.CCCCCCCCCC(=O)O. (3) The Y is -2.47 log mol/L. The drug is Nc1cc(Cl)cc(C(=O)O)c1Cl. (4) The molecule is O=C([O-])[O-].[Mg+2]. The Y is -2.88 log mol/L. (5) The compound is CCOc1nsc(N)n1. The Y is -0.651 log mol/L. (6) The compound is CC(C)Cc1ncc[nH]1. The Y is -1.05 log mol/L.